From a dataset of Full USPTO retrosynthesis dataset with 1.9M reactions from patents (1976-2016). Predict the reactants needed to synthesize the given product. (1) Given the product [Cl:1][C:2]1[CH:3]=[C:4]([NH:10][C:11]2[N:16]=[C:15]([N:17]3[CH2:18][CH2:19][CH:20]([O:23][C:30](=[O:36])[CH2:31][CH2:32][C:33]([OH:35])=[O:34])[CH2:21][CH2:22]3)[CH:14]=[C:13]([C:24]3[CH:25]=[CH:26][CH:27]=[CH:28][CH:29]=3)[N:12]=2)[CH:5]=[CH:6][C:7]=1[O:8][CH3:9], predict the reactants needed to synthesize it. The reactants are: [Cl:1][C:2]1[CH:3]=[C:4]([NH:10][C:11]2[N:16]=[C:15]([N:17]3[CH2:22][CH2:21][CH:20]([OH:23])[CH2:19][CH2:18]3)[CH:14]=[C:13]([C:24]3[CH:29]=[CH:28][CH:27]=[CH:26][CH:25]=3)[N:12]=2)[CH:5]=[CH:6][C:7]=1[O:8][CH3:9].[C:30]1(=[O:36])[O:35][C:33](=[O:34])[CH2:32][CH2:31]1. (2) Given the product [CH2:21]([O:20][C:18]([C:13]1[N:14]([C@@H:33]([CH3:35])[CH2:34][NH:30][C:28]([O:27][C:23]([CH3:26])([CH3:25])[CH3:24])=[O:29])[C:15]2[C:11]([CH:12]=1)=[CH:10][C:9]([O:8][CH2:1][C:2]1[CH:3]=[CH:4][CH:5]=[CH:6][CH:7]=1)=[CH:17][CH:16]=2)=[O:19])[CH3:22], predict the reactants needed to synthesize it. The reactants are: [CH2:1]([O:8][C:9]1[CH:10]=[C:11]2[C:15](=[CH:16][CH:17]=1)[NH:14][C:13]([C:18]([O:20][CH2:21][CH3:22])=[O:19])=[CH:12]2)[C:2]1[CH:7]=[CH:6][CH:5]=[CH:4][CH:3]=1.[C:23]([O:27][C:28]([N:30]1[CH2:34][C@@H:33]([CH3:35])OS1(=O)=O)=[O:29])([CH3:26])([CH3:25])[CH3:24].CC(C)([O-])C.[K+]. (3) Given the product [NH2:15][CH2:13][CH2:12][CH2:11][CH2:10][CH:7]1[CH2:6][CH2:5][N:4]([CH2:3][CH:2]([OH:1])[CH2:16][OH:17])[CH2:9][CH2:8]1, predict the reactants needed to synthesize it. The reactants are: [OH:1][CH:2]([CH2:16][OH:17])[CH2:3][N:4]1[CH2:9][CH2:8][CH:7]([CH2:10][CH2:11][CH2:12][C:13]([NH2:15])=O)[CH2:6][CH2:5]1.[H-].[Al+3].[Li+].[H-].[H-].[H-]. (4) Given the product [PH:2](=[O:3])([O-:9])[O-:6].[C+4:1].[C+4:1].[C+4:1].[C+4:1].[C+4:1].[C+4:1].[C+4:1].[C+4:1].[C+4:1].[C+4:1].[C+4:1].[C+4:1].[C+4:1].[C+4:1].[C+4:1].[PH:2](=[O:3])([O-:9])[O-:6].[PH:2](=[O:3])([O-:9])[O-:6].[PH:2](=[O:3])([O-:9])[O-:6].[PH:2](=[O:3])([O-:9])[O-:6].[PH:2](=[O:3])([O-:9])[O-:6].[PH:2](=[O:3])([O-:9])[O-:6].[PH:2](=[O:3])([O-:9])[O-:6].[PH:2](=[O:3])([O-:9])[O-:6].[PH:2](=[O:3])([O-:9])[O-:6].[PH:2](=[O:3])([O-:9])[O-:6].[PH:2](=[O:3])([O-:9])[O-:6].[PH:2](=[O:3])([O-:9])[O-:6].[PH:2](=[O:3])([O-:9])[O-:6].[PH:2](=[O:3])([O-:9])[O-:6].[PH:2](=[O:3])([O-:9])[O-:6].[PH:2](=[O:3])([O-:9])[O-:6].[PH:2](=[O:3])([O-:9])[O-:6].[PH:2](=[O:3])([O-:9])[O-:6].[PH:2](=[O:3])([O-:9])[O-:6].[PH:2](=[O:3])([O-:9])[O-:6].[PH:2](=[O:3])([O-:9])[O-:6].[PH:2](=[O:3])([O-:9])[O-:6].[PH:2](=[O:3])([O-:9])[O-:6].[PH:2](=[O:3])([O-:9])[O-:6].[PH:2](=[O:3])([O-:9])[O-:6].[PH:2](=[O:3])([O-:9])[O-:6].[PH:2](=[O:3])([O-:9])[O-:6].[PH:2](=[O:3])([O-:9])[O-:6].[PH:2](=[O:3])([O-:9])[O-:6], predict the reactants needed to synthesize it. The reactants are: [CH2:1](P(=O)(OCC)OCC)[P:2](=[O:9])([O:6]CC)[O:3]CC.O.